Dataset: NCI-60 drug combinations with 297,098 pairs across 59 cell lines. Task: Regression. Given two drug SMILES strings and cell line genomic features, predict the synergy score measuring deviation from expected non-interaction effect. Drug 1: C1CCC(CC1)NC(=O)N(CCCl)N=O. Drug 2: CC1=C(C(=O)C2=C(C1=O)N3CC4C(C3(C2COC(=O)N)OC)N4)N. Cell line: EKVX. Synergy scores: CSS=12.2, Synergy_ZIP=-1.99, Synergy_Bliss=3.66, Synergy_Loewe=1.57, Synergy_HSA=2.66.